Dataset: TCR-epitope binding with 47,182 pairs between 192 epitopes and 23,139 TCRs. Task: Binary Classification. Given a T-cell receptor sequence (or CDR3 region) and an epitope sequence, predict whether binding occurs between them. (1) The epitope is LLWNGPMAV. The TCR CDR3 sequence is CASGTEIFYYEQYF. Result: 1 (the TCR binds to the epitope). (2) The epitope is YVLDHLIVV. The TCR CDR3 sequence is CASRGLLGGITEAFF. Result: 1 (the TCR binds to the epitope). (3) The TCR CDR3 sequence is CASSIRDIGNQPQHF. Result: 0 (the TCR does not bind to the epitope). The epitope is GVAMPNLYK.